This data is from Forward reaction prediction with 1.9M reactions from USPTO patents (1976-2016). The task is: Predict the product of the given reaction. Given the reactants [C:1]([C:5]1[CH:6]=[C:7]([NH:11][C:12](=[O:26])[C:13]2[CH:18]=[CH:17][C:16]([N:19]3[CH2:24][CH2:23][NH:22][CH2:21][CH2:20]3)=[C:15]([F:25])[CH:14]=2)[CH:8]=[CH:9][CH:10]=1)([CH3:4])([CH3:3])[CH3:2].Br[C:28]1[CH:36]=[CH:35][C:31]([C:32]([OH:34])=[O:33])=[CH:30][CH:29]=1.CC([O-])(C)C.[Na+].CC1(C)C2C(=C(P(C3C=CC=CC=3)C3C=CC=CC=3)C=CC=2)OC2C(P(C3C=CC=CC=3)C3C=CC=CC=3)=CC=CC1=2, predict the reaction product. The product is: [C:1]([C:5]1[CH:6]=[C:7]([NH:11][C:12]([C:13]2[CH:18]=[CH:17][C:16]([N:19]3[CH2:20][CH2:21][N:22]([C:28]4[CH:36]=[CH:35][C:31]([C:32]([OH:34])=[O:33])=[CH:30][CH:29]=4)[CH2:23][CH2:24]3)=[C:15]([F:25])[CH:14]=2)=[O:26])[CH:8]=[CH:9][CH:10]=1)([CH3:4])([CH3:2])[CH3:3].